Dataset: Aqueous solubility values for 9,982 compounds from the AqSolDB database. Task: Regression/Classification. Given a drug SMILES string, predict its absorption, distribution, metabolism, or excretion properties. Task type varies by dataset: regression for continuous measurements (e.g., permeability, clearance, half-life) or binary classification for categorical outcomes (e.g., BBB penetration, CYP inhibition). For this dataset (solubility_aqsoldb), we predict Y. (1) The drug is O=C(O)c1occc1Br. The Y is -1.17 log mol/L. (2) The drug is CC(=O)[O-].CCN(CCO)c1ccc(N=Nc2sc3cc(OC)ccc3[n+]2C)cc1. The Y is -0.226 log mol/L. (3) The Y is -2.98 log mol/L. The molecule is O=C1NC(=O)C2(CCCCCCC2)C(=O)N1. (4) The compound is O=C(O)[C@H](O)[C@@H](O)[C@@H](O)[C@@H](O)C(=O)O. The Y is 0.200 log mol/L. (5) The Y is 0.534 log mol/L. The compound is CC(O)CN(CCN(CC(C)O)CC(C)O)CC(C)O. (6) The Y is -2.25 log mol/L. The compound is CCC1(CC=C(C)C)C(=O)NC(=O)NC1=O.